From a dataset of Full USPTO retrosynthesis dataset with 1.9M reactions from patents (1976-2016). Predict the reactants needed to synthesize the given product. (1) Given the product [N+:12]([C:3]1[C:4]([C:8]([F:11])([F:10])[F:9])=[CH:5][CH:6]=[CH:7][C:2]=1[NH:15][CH2:16][C@@H:17]1[CH2:21][CH2:20][N:19]([C:22]([O:24][C:25]([CH3:28])([CH3:27])[CH3:26])=[O:23])[CH2:18]1)([O-:14])=[O:13], predict the reactants needed to synthesize it. The reactants are: Cl[C:2]1[CH:7]=[CH:6][CH:5]=[C:4]([C:8]([F:11])([F:10])[F:9])[C:3]=1[N+:12]([O-:14])=[O:13].[NH2:15][CH2:16][C@@H:17]1[CH2:21][CH2:20][N:19]([C:22]([O:24][C:25]([CH3:28])([CH3:27])[CH3:26])=[O:23])[CH2:18]1.CCN(C(C)C)C(C)C. (2) Given the product [C:1]([O:5][C:6](=[O:7])[N:8]([CH2:9][C@H:10]([C:11]1[CH:16]=[CH:15][C:14]([F:17])=[CH:13][CH:12]=1)[OH:18])[CH3:30])([CH3:4])([CH3:2])[CH3:3], predict the reactants needed to synthesize it. The reactants are: [C:1]([O:5][C:6]([N:8]([CH3:30])[CH2:9][C@@H:10]([O:18]C(=O)[C@@H](OC)C1C=CC=CC=1)[C:11]1[CH:16]=[CH:15][C:14]([F:17])=[CH:13][CH:12]=1)=[O:7])([CH3:4])([CH3:3])[CH3:2].C(=O)([O-])[O-].[K+].[K+]. (3) Given the product [N:23]1[C:24]2[C:29](=[N:28][CH:27]=[CH:26][CH:25]=2)[CH:30]=[CH:31][C:22]=1[NH:1][C@H:2]1[CH2:7][CH2:6][C@H:5]([N:8]2[C:12]3=[N:13][CH:14]=[CH:15][N:16]=[C:11]3[N:10]([CH:17]3[CH2:19][CH2:18]3)[C:9]2=[O:20])[CH2:4][CH2:3]1, predict the reactants needed to synthesize it. The reactants are: [NH2:1][C@H:2]1[CH2:7][CH2:6][C@H:5]([N:8]2[C:12]3=[N:13][CH:14]=[CH:15][N:16]=[C:11]3[N:10]([CH:17]3[CH2:19][CH2:18]3)[C:9]2=[O:20])[CH2:4][CH2:3]1.Cl[C:22]1[CH:31]=[CH:30][C:29]2[C:24](=[CH:25][CH:26]=[CH:27][N:28]=2)[N:23]=1.C(N(C(C)C)CC)(C)C. (4) Given the product [CH3:16][O:15][C:12]1[CH:11]=[CH:10][C:9]([C:5]2[CH:6]=[CH:8][C:22]([C:23]([O:31][CH2:24][C:25]3[CH:30]=[CH:29][CH:28]=[CH:27][CH:26]=3)=[O:33])=[N:19][C:20]=2[CH3:21])=[CH:14][CH:13]=1, predict the reactants needed to synthesize it. The reactants are: IC1N=[C:6]([CH3:8])[C:5]([C:9]2[CH:14]=[CH:13][C:12]([O:15][CH3:16])=[CH:11][CH:10]=2)=CC=1.C([N:19]([CH2:22][CH3:23])[CH2:20][CH3:21])C.[CH2:24]([OH:31])[C:25]1[CH:30]=[CH:29][CH:28]=[CH:27][CH:26]=1.[C]=[O:33]. (5) Given the product [CH2:1]=[CH:2][CH2:3]/[C:4](/[S:11][C@@H:12]1[O:17][C@H:16]([CH2:18][OH:19])[C@@H:15]([OH:20])[C@H:14]([OH:21])[C@H:13]1[OH:22])=[N:5]\[O:6][S:7]([O-:10])(=[O:8])=[O:9].[K+:24], predict the reactants needed to synthesize it. The reactants are: [CH2:1]=[CH:2][CH2:3]/[C:4](/[S:11][C@@H:12]1[O:17][C@H:16]([CH2:18][OH:19])[C@@H:15]([OH:20])[C@H:14]([OH:21])[C@H:13]1[OH:22])=[N:5]\[O:6][S:7]([O-:10])(=[O:9])=[O:8].O.[K+:24].C(Cl)(Cl)(Cl)Cl.C=O. (6) Given the product [C:18]([C:17]1[CH:21]=[CH:22][C:14]([CH:12]=[CH:2][C:1]([C:4]2[CH:9]=[CH:8][CH:7]=[CH:6][CH:5]=2)=[O:3])=[CH:15][CH:16]=1)([OH:20])=[O:19], predict the reactants needed to synthesize it. The reactants are: [C:1]([C:4]1[CH:9]=[CH:8][CH:7]=[CH:6][CH:5]=1)(=[O:3])[CH3:2].[OH-].[Na+].[CH:12]([C:14]1[CH:22]=[CH:21][C:17]([C:18]([OH:20])=[O:19])=[CH:16][CH:15]=1)=O.Cl. (7) Given the product [Cl:48][C:44]1[CH:45]=[CH:46][CH:47]=[C:42]([Cl:41])[C:43]=1[C:49]1[C:53]([CH2:54][O:1][C:2]2[CH:7]=[CH:6][C:5]([C:8]3[CH:9]=[C:10]4[C:15](=[CH:16][CH:17]=3)[N:14]=[C:13]([C:18]([O:20][CH3:21])=[O:19])[CH:12]=[CH:11]4)=[CH:4][CH:3]=2)=[C:52]([C@H:56]([CH3:59])[CH2:57][CH3:58])[O:51][N:50]=1, predict the reactants needed to synthesize it. The reactants are: [OH:1][C:2]1[CH:7]=[CH:6][C:5]([C:8]2[CH:9]=[C:10]3[C:15](=[CH:16][CH:17]=2)[N:14]=[C:13]([C:18]([O:20][CH3:21])=[O:19])[CH:12]=[CH:11]3)=[CH:4][CH:3]=1.C1(P(C2C=CC=CC=2)C2C=CC=CC=2)C=CC=CC=1.[Cl:41][C:42]1[CH:47]=[CH:46][CH:45]=[C:44]([Cl:48])[C:43]=1[C:49]1[C:53]([CH2:54]O)=[C:52]([C@H:56]([CH3:59])[CH2:57][CH3:58])[O:51][N:50]=1.N(C(OC(C)C)=O)=NC(OC(C)C)=O. (8) Given the product [CH3:1][N:2]([CH3:25])[CH2:3][CH2:4][NH:5][C:6]([C:8]1[CH:17]=[C:16]2[C:11]([C:12]([N:19]3[CH2:24][CH2:23][O:22][CH2:21][CH2:20]3)=[N:13][C:14]([C:42]3[CH:41]=[CH:40][C:39]([NH:38][C:36]([NH:35][C:32]4[CH:33]=[CH:34][C:29]([C:28](=[O:54])[N:27]([CH3:26])[CH3:55])=[CH:30][CH:31]=4)=[O:37])=[CH:44][CH:43]=3)=[N:15]2)=[CH:10][CH:9]=1)=[O:7], predict the reactants needed to synthesize it. The reactants are: [CH3:1][N:2]([CH3:25])[CH2:3][CH2:4][NH:5][C:6]([C:8]1[CH:17]=[C:16]2[C:11]([C:12]([N:19]3[CH2:24][CH2:23][O:22][CH2:21][CH2:20]3)=[N:13][C:14](Cl)=[N:15]2)=[CH:10][CH:9]=1)=[O:7].[CH3:26][N:27]([CH3:55])[C:28](=[O:54])[C:29]1[CH:34]=[CH:33][C:32]([NH:35][C:36]([NH:38][C:39]2[CH:44]=[CH:43][C:42](B3OC(C)(C)C(C)(C)O3)=[CH:41][CH:40]=2)=[O:37])=[CH:31][CH:30]=1.C(=O)([O-])[O-].[Cs+].[Cs+].C(O)(C(F)(F)F)=O.